Dataset: Forward reaction prediction with 1.9M reactions from USPTO patents (1976-2016). Task: Predict the product of the given reaction. (1) The product is: [C:19](=[O:20])([O:18][C:15]([CH3:17])([CH3:16])[CH3:14])[O:12][C:11]1[C:6]2[CH:5]=[C:4]([CH2:3][CH2:2][NH:1][C:19]([O:18][C:15]([CH3:16])([CH3:17])[CH3:14])=[O:20])[S:13][C:7]=2[N:8]=[CH:9][N:10]=1. Given the reactants [NH2:1][CH2:2][CH2:3][C:4]1[S:13][C:7]2[N:8]=[CH:9][N:10]=[C:11]([OH:12])[C:6]=2[CH:5]=1.[CH3:14][C:15]([O:18][C:19](O[C:19]([O:18][C:15]([CH3:17])([CH3:16])[CH3:14])=[O:20])=[O:20])([CH3:17])[CH3:16], predict the reaction product. (2) Given the reactants [F:1][CH:2]([F:13])[N:3]1[CH:7]=[C:6]([S:8](Cl)(=[O:10])=[O:9])[C:5]([CH3:12])=[N:4]1.[F:14][C:15]([F:33])([F:32])[O:16][C:17]1[CH:22]=[CH:21][CH:20]=[CH:19][C:18]=1[C:23]1[CH:28]=[CH:27][C:26]([C@H:29]([NH2:31])[CH3:30])=[CH:25][CH:24]=1, predict the reaction product. The product is: [F:14][C:15]([F:32])([F:33])[O:16][C:17]1[CH:22]=[CH:21][CH:20]=[CH:19][C:18]=1[C:23]1[CH:28]=[CH:27][C:26]([C@H:29]([NH:31][S:8]([C:6]2[C:5]([CH3:12])=[N:4][N:3]([CH:2]([F:13])[F:1])[CH:7]=2)(=[O:10])=[O:9])[CH3:30])=[CH:25][CH:24]=1. (3) The product is: [S:7]([O:6][CH:3]([CH2:4][F:5])[CH2:2][F:1])([C:10]1[CH:16]=[CH:15][C:13]([CH3:14])=[CH:12][CH:11]=1)(=[O:9])=[O:8]. Given the reactants [F:1][CH2:2][CH:3]([OH:6])[CH2:4][F:5].[S:7](Cl)([C:10]1[CH:16]=[CH:15][C:13]([CH3:14])=[CH:12][CH:11]=1)(=[O:9])=[O:8], predict the reaction product. (4) Given the reactants [F:1][C:2]1[CH:3]=[C:4]([C@@:12]([NH:27][C:28]([NH:30][C:31](=[O:38])[C:32]2[CH:37]=[CH:36][CH:35]=[CH:34][CH:33]=2)=[S:29])([C:20]2[CH:25]=[CH:24][C:23]([F:26])=[CH:22][CH:21]=2)[CH2:13][C:14]2[CH:19]=[CH:18][CH:17]=[CH:16][CH:15]=2)[CH:5]=[C:6]([C:8]([F:11])([F:10])[F:9])[CH:7]=1.I[CH3:40].O, predict the reaction product. The product is: [C:31](/[N:30]=[C:28](\[S:29][CH3:40])/[NH:27][C@:12]([C:4]1[CH:5]=[C:6]([C:8]([F:9])([F:11])[F:10])[CH:7]=[C:2]([F:1])[CH:3]=1)([C:20]1[CH:25]=[CH:24][C:23]([F:26])=[CH:22][CH:21]=1)[CH2:13][C:14]1[CH:15]=[CH:16][CH:17]=[CH:18][CH:19]=1)(=[O:38])[C:32]1[CH:33]=[CH:34][CH:35]=[CH:36][CH:37]=1. (5) The product is: [C:2]1([C:1](=[N:14][C:68]2[CH:69]=[C:70]([C:78]([CH:80]3[CH2:81][CH2:82][N:83]([CH3:86])[CH2:84][CH2:85]3)=[O:79])[CH:71]=[C:72]([C:74]([F:75])([F:76])[F:77])[CH:73]=2)[C:8]2[CH:9]=[CH:10][CH:11]=[CH:12][CH:13]=2)[CH:7]=[CH:6][CH:5]=[CH:4][CH:3]=1. Given the reactants [C:1](=[NH:14])([C:8]1[CH:13]=[CH:12][CH:11]=[CH:10][CH:9]=1)[C:2]1[CH:7]=[CH:6][CH:5]=[CH:4][CH:3]=1.C1(P(C2C=CC=CC=2)C2C=CC3C(=CC=CC=3)C=2C2C3C(=CC=CC=3)C=CC=2P(C2C=CC=CC=2)C2C=CC=CC=2)C=CC=CC=1.C(=O)([O-])[O-].[Cs+].[Cs+].Br[C:68]1[CH:69]=[C:70]([C:78]([CH:80]2[CH2:85][CH2:84][N:83]([CH3:86])[CH2:82][CH2:81]2)=[O:79])[CH:71]=[C:72]([C:74]([F:77])([F:76])[F:75])[CH:73]=1, predict the reaction product. (6) Given the reactants Br[C:2]1[CH:7]=[C:6]([C:8]([O:10][CH3:11])=[O:9])[CH:5]=[CH:4][C:3]=1[C:12]1[C:17]([O:18][CH3:19])=[CH:16][CH:15]=[CH:14][C:13]=1[O:20][CH3:21].[CH2:22]([O:29][C:30]1[CH:31]=[C:32](B2OC(C)(C)C(C)(C)O2)[CH:33]=[CH:34][C:35]=1[Cl:36])[C:23]1[CH:28]=[CH:27][CH:26]=[CH:25][CH:24]=1, predict the reaction product. The product is: [CH2:22]([O:29][C:30]1[CH:31]=[C:32]([C:2]2[C:3]([C:12]3[C:17]([O:18][CH3:19])=[CH:16][CH:15]=[CH:14][C:13]=3[O:20][CH3:21])=[CH:4][CH:5]=[C:6]([C:8]([O:10][CH3:11])=[O:9])[CH:7]=2)[CH:33]=[CH:34][C:35]=1[Cl:36])[C:23]1[CH:24]=[CH:25][CH:26]=[CH:27][CH:28]=1. (7) Given the reactants C([O:3][C:4](=[O:17])[CH2:5][CH:6]1[O:10][B:9]([OH:11])[C:8]2[CH:12]=[C:13]([OH:16])[CH:14]=[CH:15][C:7]1=2)C.[H-].[Na+].[F:20][C:21]1[CH:26]=[CH:25][CH:24]=[C:23](F)[N:22]=1, predict the reaction product. The product is: [F:20][C:21]1[N:22]=[C:23]([O:16][C:13]2[CH:14]=[CH:15][C:7]3[CH:6]([CH2:5][C:4]([OH:3])=[O:17])[O:10][B:9]([OH:11])[C:8]=3[CH:12]=2)[CH:24]=[CH:25][CH:26]=1.